Dataset: Catalyst prediction with 721,799 reactions and 888 catalyst types from USPTO. Task: Predict which catalyst facilitates the given reaction. (1) Reactant: CO[C:3]([C:5]1[CH:10]=[N:9][C:8]([O:11][C:12]2[C:17]3[CH2:18][C:19]([CH3:22])([CH3:21])[O:20][C:16]=3[CH:15]=[C:14]([C:23](=[O:31])[NH:24][C:25]3[CH:29]=[CH:28][N:27]([CH3:30])[N:26]=3)[CH:13]=2)=[CH:7][N:6]=1)=[O:4].[NH:32]1[CH2:35][CH2:34][CH2:33]1. Product: [CH3:30][N:27]1[CH:28]=[CH:29][C:25]([NH:24][C:23]([C:14]2[CH:13]=[C:12]([O:11][C:8]3[CH:7]=[N:6][C:5]([C:3]([N:32]4[CH2:35][CH2:34][CH2:33]4)=[O:4])=[CH:10][N:9]=3)[C:17]3[CH2:18][C:19]([CH3:22])([CH3:21])[O:20][C:16]=3[CH:15]=2)=[O:31])=[N:26]1. The catalyst class is: 52. (2) Reactant: C(=O)=O.[CH3:4][C:5](C)=O.Br[C:9]1[CH:10]=[C:11]([CH:35]=[CH:36][CH:37]=1)[CH2:12][CH:13]1[C:19](=[O:20])[N:18]([CH3:21])[C:17]2[CH:22]=[CH:23][C:24]([Cl:26])=[CH:25][C:16]=2[C:15]([C:27]2[CH:32]=[CH:31][C:30]([O:33][CH3:34])=[CH:29][CH:28]=2)=[N:14]1.[Zn](CC)CC. Product: [Cl:26][C:24]1[CH:23]=[CH:22][C:17]2[N:18]([CH3:21])[C:19](=[O:20])[CH:13]([CH2:12][C:11]3[CH:35]=[CH:36][CH:37]=[C:9]([CH2:4][CH3:5])[CH:10]=3)[N:14]=[C:15]([C:27]3[CH:32]=[CH:31][C:30]([O:33][CH3:34])=[CH:29][CH:28]=3)[C:16]=2[CH:25]=1. The catalyst class is: 450. (3) Reactant: CCOC(/N=N/C(OCC)=O)=O.[C:13]([O:17][C:18](=[O:37])[NH:19][C@H:20]([CH2:35]O)[CH2:21][C:22]([CH3:34])([CH3:33])[CH2:23][CH2:24][O:25][CH2:26][C:27]1[CH:32]=[CH:31][CH:30]=[CH:29][CH:28]=1)([CH3:16])([CH3:15])[CH3:14].[C:38]1(=[O:48])[NH:42][C:41](=[O:43])[C:40]2=[CH:44][CH:45]=[CH:46][CH:47]=[C:39]12.C1(P(C2C=CC=CC=2)C2C=CC=CC=2)C=CC=CC=1. Product: [C:13]([O:17][C:18](=[O:37])[NH:19][C@H:20]([CH2:35][N:42]1[C:38](=[O:48])[C:39]2[C:40](=[CH:44][CH:45]=[CH:46][CH:47]=2)[C:41]1=[O:43])[CH2:21][C:22]([CH3:34])([CH3:33])[CH2:23][CH2:24][O:25][CH2:26][C:27]1[CH:32]=[CH:31][CH:30]=[CH:29][CH:28]=1)([CH3:16])([CH3:15])[CH3:14]. The catalyst class is: 1. (4) Reactant: C[O:2][C:3]1[N:8]=[CH:7][C:6]([C:9]2[C:17]3[C:12](=[CH:13][CH:14]=[CH:15][CH:16]=3)[N:11]([CH2:18][C:19]([O:21][CH3:22])=[O:20])[C:10]=2[CH3:23])=[CH:5][CH:4]=1.Cl. Product: [CH3:23][C:10]1[N:11]([CH2:18][C:19]([O:21][CH3:22])=[O:20])[C:12]2[C:17]([C:9]=1[C:6]1[CH:5]=[CH:4][C:3](=[O:2])[NH:8][CH:7]=1)=[CH:16][CH:15]=[CH:14][CH:13]=2. The catalyst class is: 5. (5) Reactant: [N:1]1([CH2:7][CH2:8][CH2:9][O:10][C:11]2[CH:18]=[CH:17][C:14]([CH:15]=O)=[CH:13][CH:12]=2)[CH2:6][CH2:5][CH2:4][CH2:3][CH2:2]1.[CH3:19][NH:20][CH:21]1[CH2:26][CH2:25][N:24]([CH3:27])[CH2:23][CH2:22]1.C(O[BH-](OC(=O)C)OC(=O)C)(=O)C.[Na+].[OH-].[Na+].[CH2:44]([Cl:46])[Cl:45]. Product: [NH3:1].[CH2:44]([Cl:46])[Cl:45].[CH3:19][N:20]([CH:21]1[CH2:26][CH2:25][N:24]([CH3:27])[CH2:23][CH2:22]1)[CH2:15][C:14]1[CH:17]=[CH:18][C:11]([O:10][CH2:9][CH2:8][CH2:7][N:1]2[CH2:6][CH2:5][CH2:4][CH2:3][CH2:2]2)=[CH:12][CH:13]=1. The catalyst class is: 15. (6) Reactant: [C:1]([N:8]1[CH2:11][CH:10]([C:12](O)=[O:13])[CH2:9]1)([O:3][C:4]([CH3:7])([CH3:6])[CH3:5])=[O:2].CN1CCOCC1.ClC(OCC)=O.[BH4-].[Na+]. Product: [OH:13][CH2:12][CH:10]1[CH2:11][N:8]([C:1]([O:3][C:4]([CH3:7])([CH3:6])[CH3:5])=[O:2])[CH2:9]1. The catalyst class is: 30.